Predict which catalyst facilitates the given reaction. From a dataset of Catalyst prediction with 721,799 reactions and 888 catalyst types from USPTO. (1) Reactant: [N:1]1([CH2:7][CH2:8][C:9]([OH:11])=O)[CH2:6][CH2:5][CH2:4][CH2:3][CH2:2]1.Cl([O-])(=O)(=O)=O.CN([P+](N(C)C)(N(C)C)Cl)C.C(N(CC)C(C)C)(C)C.[NH2:37][CH2:38][CH2:39][CH2:40][N:41]([C:49]1[S:50][CH:51]=[C:52]([C:54]2[O:55][C:56]3[CH:62]=[CH:61][CH:60]=[CH:59][C:57]=3[CH:58]=2)[N:53]=1)[C:42]([C:44]1[S:45][CH:46]=[CH:47][CH:48]=1)=[O:43]. Product: [O:55]1[C:56]2[CH:62]=[CH:61][CH:60]=[CH:59][C:57]=2[CH:58]=[C:54]1[C:52]1[N:53]=[C:49]([N:41]([CH2:40][CH2:39][CH2:38][NH:37][C:9](=[O:11])[CH2:8][CH2:7][N:1]2[CH2:2][CH2:3][CH2:4][CH2:5][CH2:6]2)[C:42]([C:44]2[S:45][CH:46]=[CH:47][CH:48]=2)=[O:43])[S:50][CH:51]=1. The catalyst class is: 37. (2) Reactant: [CH2:1]([O:3][C:4](=[O:25])[CH2:5][CH:6]1[O:10][B:9]([OH:11])[C:8]2[CH:12]=[C:13]([OH:24])[CH:14]=[C:15]([O:16][CH2:17][C:18]3[CH:23]=[CH:22][CH:21]=[CH:20][CH:19]=3)[C:7]1=2)[CH3:2].C([O-])([O-])=O.[Cs+].[Cs+].Cl[C:33]1[CH:38]=[N:37][CH:36]=[CH:35][N:34]=1. Product: [CH2:1]([O:3][C:4](=[O:25])[CH2:5][CH:6]1[O:10][B:9]([OH:11])[C:8]2[CH:12]=[C:13]([O:24][C:33]3[CH:38]=[N:37][CH:36]=[CH:35][N:34]=3)[CH:14]=[C:15]([O:16][CH2:17][C:18]3[CH:23]=[CH:22][CH:21]=[CH:20][CH:19]=3)[C:7]1=2)[CH3:2]. The catalyst class is: 3. (3) Reactant: [CH:1]1([C:4]2[CH:5]=[CH:6][C:7](N)=[N:8][CH:9]=2)[CH2:3][CH2:2]1.N([O-])=O.[Na+].[Br:15]Br.O. Product: [Br:15][C:7]1[CH:6]=[CH:5][C:4]([CH:1]2[CH2:3][CH2:2]2)=[CH:9][N:8]=1. The catalyst class is: 201. (4) Reactant: [CH2:1]([O:4][N:5]=[CH:6][C:7]1[C:15]2[C:10](=[CH:11][CH:12]=[CH:13][CH:14]=2)[N:9]([CH2:16][C:17]2[CH:22]=[CH:21][CH:20]=[CH:19][CH:18]=2)[CH:8]=1)[CH:2]=[CH2:3].B1C2CCCC1CCC2.[OH:32]O.[OH-].[Na+]. Product: [OH:32][CH2:3][CH2:2][CH2:1][O:4][N:5]=[CH:6][C:7]1[C:15]2[C:10](=[CH:11][CH:12]=[CH:13][CH:14]=2)[N:9]([CH2:16][C:17]2[CH:22]=[CH:21][CH:20]=[CH:19][CH:18]=2)[CH:8]=1. The catalyst class is: 7. (5) Reactant: [CH3:1][C:2]1[C:3]([N:8]([CH2:18][O:19][CH2:20][CH2:21][O:22][CH3:23])[S:9]([C:12]2[S:13][C:14]([CH3:17])=[CH:15][CH:16]=2)(=[O:11])=[O:10])=[N:4][O:5][C:6]=1[CH3:7].C([Li])CCC.[B:29](OC(C)C)([O:34]C(C)C)[O:30]C(C)C.[Cl-].[NH4+]. Product: [B:29]([C:16]1[CH:15]=[C:14]([CH3:17])[S:13][C:12]=1[S:9]([N:8]([C:3]1[C:2]([CH3:1])=[C:6]([CH3:7])[O:5][N:4]=1)[CH2:18][O:19][CH2:20][CH2:21][O:22][CH3:23])(=[O:11])=[O:10])([OH:34])[OH:30]. The catalyst class is: 7. (6) Reactant: [Cl:1][C:2]1[CH:3]=[CH:4][C:5]2[N:11]([CH2:12][C:13]([CH3:17])([CH3:16])[CH2:14][OH:15])[C:10](=[O:18])[C@@H:9]([CH2:19][CH:20]([C:22]3[S:23][CH:24]=[C:25]([CH2:27][C:28]([O:30]CC)=[O:29])[N:26]=3)[OH:21])[O:8][C@H:7]([C:33]3[CH:38]=[CH:37][CH:36]=[C:35]([O:39][CH3:40])[C:34]=3[O:41][CH3:42])[C:6]=2[CH:43]=1.[OH-].[Na+].Cl. Product: [Cl:1][C:2]1[CH:3]=[CH:4][C:5]2[N:11]([CH2:12][C:13]([CH3:17])([CH3:16])[CH2:14][OH:15])[C:10](=[O:18])[C@@H:9]([CH2:19][CH:20]([C:22]3[S:23][CH:24]=[C:25]([CH2:27][C:28]([OH:30])=[O:29])[N:26]=3)[OH:21])[O:8][C@H:7]([C:33]3[CH:38]=[CH:37][CH:36]=[C:35]([O:39][CH3:40])[C:34]=3[O:41][CH3:42])[C:6]=2[CH:43]=1. The catalyst class is: 8.